From a dataset of Forward reaction prediction with 1.9M reactions from USPTO patents (1976-2016). Predict the product of the given reaction. (1) Given the reactants [OH:1][NH:2][C:3]([C:5]1[C:10]([CH3:11])=[CH:9][CH:8]=[CH:7][N:6]=1)=[NH:4].[CH3:12][O:13][C:14]1[CH:15]=[C:16]([OH:23])[C:17](=[CH:21][CH:22]=1)[C:18](O)=O, predict the reaction product. The product is: [CH3:12][O:13][C:14]1[CH:22]=[CH:21][C:17]([C:18]2[O:1][N:2]=[C:3]([C:5]3[C:10]([CH3:11])=[CH:9][CH:8]=[CH:7][N:6]=3)[N:4]=2)=[C:16]([OH:23])[CH:15]=1. (2) Given the reactants [F:1][CH:2]([F:10])[C:3]1[N:8]=[CH:7][C:6]([NH2:9])=[CH:5][CH:4]=1.[Br:11]N1C(=O)CCC1=O.O, predict the reaction product. The product is: [Br:11][C:7]1[C:6]([NH2:9])=[CH:5][CH:4]=[C:3]([CH:2]([F:10])[F:1])[N:8]=1.